This data is from Retrosynthesis with 50K atom-mapped reactions and 10 reaction types from USPTO. The task is: Predict the reactants needed to synthesize the given product. (1) Given the product CCCCCCNc1ccc(C#N)cc1, predict the reactants needed to synthesize it. The reactants are: CCCCCCN.N#Cc1ccc(Cl)cc1. (2) Given the product COc1nc(NCCc2ccc(Cl)cc2Cl)cc(-c2cccc(C(=O)OCCN3CCOCC3)c2)n1, predict the reactants needed to synthesize it. The reactants are: COc1nc(NCCc2ccc(Cl)cc2Cl)cc(-c2cccc(C(=O)O)c2)n1.OCCN1CCOCC1. (3) Given the product CC1(C)OC[C@@H](COc2cncc(N)n2)O1, predict the reactants needed to synthesize it. The reactants are: CC1(C)OC[C@@H](CO)O1.Nc1cncc(Cl)n1. (4) Given the product CN(C)C1(c2ccccc2)CCC(CC(=O)NCCCc2c[nH]c3ccccc23)CC1, predict the reactants needed to synthesize it. The reactants are: CN(C)C1(c2ccccc2)CCC(=CC(=O)NCCCc2c[nH]c3ccccc23)CC1. (5) The reactants are: Cc1cccc(-c2sc(C)nc2C(=O)N2C[C@@H]3C[C@@H]3[C@H]2CN)c1.O=C(O)c1cc(F)cc2c1OCOC2. Given the product Cc1cccc(-c2sc(C)nc2C(=O)N2C[C@@H]3C[C@@H]3[C@H]2CNC(=O)c2cc(F)cc3c2OCOC3)c1, predict the reactants needed to synthesize it. (6) Given the product CC(=O)OCc1c(-c2cc(Nc3cc4n(n3)CCN(C3COC3)C4)c(=O)n(C)n2)cccc1-n1ncc2cc(C(C)(C)C)cc(F)c2c1=O, predict the reactants needed to synthesize it. The reactants are: CC(=O)OCc1c(B2OC(C)(C)C(C)(C)O2)cccc1-n1ncc2cc(C(C)(C)C)cc(F)c2c1=O.Cn1nc(Cl)cc(Nc2cc3n(n2)CCN(C2COC2)C3)c1=O. (7) Given the product Nc1cccc(CN2CCOCC2)c1, predict the reactants needed to synthesize it. The reactants are: O=[N+]([O-])c1cccc(CN2CCOCC2)c1. (8) Given the product CN(C)CCCOc1ccccc1S(=O)(=O)c1ccc(/C=C/c2ccc(F)cc2F)nc1, predict the reactants needed to synthesize it. The reactants are: CN(C)CCCO.O=S(=O)(c1ccc(/C=C/c2ccc(F)cc2F)nc1)c1ccccc1F. (9) Given the product O=C(O)COc1ccc(-c2cc(O)c(SCCc3ccccc3)c(=O)o2)cc1, predict the reactants needed to synthesize it. The reactants are: CCOC(=O)COc1ccc(-c2cc(O)c(SCCc3ccccc3)c(=O)o2)cc1.